From a dataset of Full USPTO retrosynthesis dataset with 1.9M reactions from patents (1976-2016). Predict the reactants needed to synthesize the given product. (1) Given the product [CH:40]1([S:43]([NH:46][C:22]([C@@:17]2([NH:16][C:14]([CH:12]3[CH2:13][N:8]([C:6]([O:5][C:1]([CH3:3])([CH3:4])[CH3:2])=[O:7])[CH2:9][C:10]4=[CH:27][NH:26][N:25]=[C:11]34)=[O:15])[CH2:19][C@H:18]2[CH:20]=[CH2:21])=[O:24])(=[O:45])=[O:44])[CH2:42][CH2:41]1, predict the reactants needed to synthesize it. The reactants are: [C:1]([O:5][C:6]([N:8]1[CH2:13][CH:12]([C:14]([NH:16][C@:17]2([C:22]([OH:24])=O)[CH2:19][C@H:18]2[CH:20]=[CH2:21])=[O:15])[C:11]2=[N:25][NH:26][CH:27]=[C:10]2[CH2:9]1)=[O:7])([CH3:4])([CH3:3])[CH3:2].C1N=CN(C(N2C=NC=C2)=O)C=1.[CH:40]1([S:43]([NH2:46])(=[O:45])=[O:44])[CH2:42][CH2:41]1.C1CCN2C(=NCCC2)CC1. (2) Given the product [F:36][C:24]([F:23])([F:37])[S:25]([C:28]1[CH:35]=[CH:34][C:31]([CH2:32][NH:33][CH2:18][C:17]2[CH:20]=[CH:21][C:14]([C:12]3[O:11][N:10]=[C:9]([CH2:1][CH2:2][CH2:3][CH2:4][CH2:5][CH2:6][CH2:7][CH3:8])[N:13]=3)=[CH:15][CH:16]=2)=[CH:30][CH:29]=1)(=[O:26])=[O:27], predict the reactants needed to synthesize it. The reactants are: [CH2:1]([C:9]1[N:13]=[C:12]([C:14]2[CH:21]=[CH:20][C:17]([CH:18]=O)=[CH:16][CH:15]=2)[O:11][N:10]=1)[CH2:2][CH2:3][CH2:4][CH2:5][CH2:6][CH2:7][CH3:8].Cl.[F:23][C:24]([F:37])([F:36])[S:25]([C:28]1[CH:35]=[CH:34][C:31]([CH2:32][NH2:33])=[CH:30][CH:29]=1)(=[O:27])=[O:26]. (3) Given the product [CH2:1]=[C:2]1[CH2:7][CH2:6][CH:5]([CH2:8][NH:10][C:25](=[O:26])[O:27][CH2:28][C:29]2[CH:34]=[CH:33][CH:32]=[CH:31][CH:30]=2)[CH2:4][CH2:3]1, predict the reactants needed to synthesize it. The reactants are: [CH2:1]=[C:2]1[CH2:7][CH2:6][CH:5]([C:8]([NH2:10])=O)[CH2:4][CH2:3]1.[H-].[Al+3].[Li+].[H-].[H-].[H-].C(N(CC)CC)C.Cl[C:25]([O:27][CH2:28][C:29]1[CH:34]=[CH:33][CH:32]=[CH:31][CH:30]=1)=[O:26]. (4) Given the product [C:16]([C:12]1[C:13]([CH3:15])=[N:14][CH:4]=[C:5]([CH:11]=1)[C:6]([O:8][CH2:9][CH3:10])=[O:7])#[N:17], predict the reactants needed to synthesize it. The reactants are: [Cl-].[NH4+].Cl[C:4]1[N:14]=[C:13]([CH3:15])[C:12]([C:16]#[N:17])=[CH:11][C:5]=1[C:6]([O:8][CH2:9][CH3:10])=[O:7].